This data is from Full USPTO retrosynthesis dataset with 1.9M reactions from patents (1976-2016). The task is: Predict the reactants needed to synthesize the given product. (1) Given the product [OH:30][C:31]1([C:38]2[S:42][CH:41]=[N:40][CH:39]=2)[CH2:32][CH2:33][CH:34]([N:8]2[CH2:11][CH:10]([NH:12][C:13](=[O:29])[CH2:14][NH:15][C:16]3[C:20]4[CH:21]=[C:22]([C:25]([F:27])([F:26])[F:28])[CH:23]=[CH:24][C:19]=4[O:18][N:17]=3)[CH2:9]2)[CH2:35][CH2:36]1, predict the reactants needed to synthesize it. The reactants are: OC(C(F)(F)F)=O.[NH:8]1[CH2:11][CH:10]([NH:12][C:13](=[O:29])[CH2:14][NH:15][C:16]2[C:20]3[CH:21]=[C:22]([C:25]([F:28])([F:27])[F:26])[CH:23]=[CH:24][C:19]=3[O:18][N:17]=2)[CH2:9]1.[OH:30][C:31]1([C:38]2[S:42][CH:41]=[N:40][CH:39]=2)[CH2:36][CH2:35][C:34](=O)[CH2:33][CH2:32]1. (2) The reactants are: [Br:1][C:2]1[CH:19]=[CH:18][C:5]([O:6][CH2:7][CH2:8][N:9](C)[C:10](=O)OC(C)(C)C)=[C:4]([CH:20]=[O:21])[CH:3]=1.[C:22]([OH:28])([C:24]([F:27])([F:26])[F:25])=[O:23]. Given the product [F:25][C:24]([F:27])([F:26])[C:22]([OH:28])=[O:23].[Br:1][C:2]1[CH:19]=[CH:18][C:5]([O:6][CH2:7][CH2:8][NH:9][CH3:10])=[C:4]([CH:3]=1)[CH:20]=[O:21], predict the reactants needed to synthesize it. (3) Given the product [Cl:1][C:2]12[CH:18]3[O:19][CH:16]3[CH2:17][O:20][CH2:11][CH:13]3[O:15][CH:14]3[C:4](=[C:5]([C:7]([Cl:9])=[CH:8]1)[OH:6])[CH:3]2[OH:10], predict the reactants needed to synthesize it. The reactants are: [Cl:1][C:2]1[CH:8]=[C:7]([Cl:9])[C:5]([OH:6])=[CH:4][C:3]=1[OH:10].[CH2:11]([CH:13]1[O:15][CH2:14]1)Cl.[CH:16]([OH:19])([CH3:18])[CH3:17].[OH-:20].[Na+]. (4) Given the product [NH2:1][C:4]1[CH:9]=[CH:8][C:7]([CH2:10][CH2:11][N:12]([CH2:30][CH2:31][O:32][C:33]2[CH:34]=[CH:35][C:36]([NH2:39])=[CH:37][CH:38]=2)[CH2:13][CH2:14][CH2:15][CH2:16][CH2:17][CH2:18][N:19]2[C:27](=[O:28])[C:26]3[C:21](=[CH:22][CH:23]=[CH:24][CH:25]=3)[C:20]2=[O:29])=[CH:6][CH:5]=1, predict the reactants needed to synthesize it. The reactants are: [N+:1]([C:4]1[CH:9]=[CH:8][C:7]([CH2:10][CH2:11][N:12]([CH2:30][CH2:31][O:32][C:33]2[CH:38]=[CH:37][C:36]([N+:39]([O-])=O)=[CH:35][CH:34]=2)[CH2:13][CH2:14][CH2:15][CH2:16][CH2:17][CH2:18][N:19]2[C:27](=[O:28])[C:26]3[C:21](=[CH:22][CH:23]=[CH:24][CH:25]=3)[C:20]2=[O:29])=[CH:6][CH:5]=1)([O-])=O. (5) The reactants are: [F:1][CH2:2][C:3]1([S:6]([NH:9][C:10]([C@@:12]2([NH:17][C:18]([C@@H:20]3[CH2:24][C@@H:23]([OH:25])[CH2:22][N:21]3[C:26](=[O:46])[C@@H:27]([NH:38][C:39](=[O:45])[O:40][C:41]([CH3:44])([CH3:43])[CH3:42])[C@@H:28]([O:31][C@@H:32]([CH2:34][CH2:35][CH:36]=[CH2:37])[CH3:33])[CH2:29][CH3:30])=[O:19])[CH2:14][C@H:13]2C=C)=[O:11])(=[O:8])=[O:7])[CH2:5][CH2:4]1. Given the product [CH2:29]([C@H:28]1[C@H:27]([NH:38][C:39](=[O:45])[O:40][C:41]([CH3:44])([CH3:42])[CH3:43])[C:26](=[O:46])[N:21]2[CH2:22][C@H:23]([OH:25])[CH2:24][C@H:20]2[C:18](=[O:19])[NH:17][C@:12]2([C:10](=[O:11])[NH:9][S:6]([C:3]3([CH2:2][F:1])[CH2:4][CH2:5]3)(=[O:8])=[O:7])[CH2:14][C@H:13]2[CH:37]=[CH:36][CH2:35][CH2:34][C@@H:32]([CH3:33])[O:31]1)[CH3:30], predict the reactants needed to synthesize it.